From a dataset of Catalyst prediction with 721,799 reactions and 888 catalyst types from USPTO. Predict which catalyst facilitates the given reaction. Reactant: C(Cl)CCl.C1C=CC2N(O)N=[N:11][C:9]=2C=1.[NH2:15][CH2:16][C:17]1[C:18]([F:34])=[C:19]([O:24][C:25]2[CH:26]=[C:27]([CH:30]=[C:31]([Cl:33])[CH:32]=2)C#N)[C:20]([Cl:23])=[CH:21][CH:22]=1.[NH:35]1[CH:39]=[N:38][C:37]([C:40]([OH:42])=O)=[N:36]1. Product: [Cl:23][C:20]1[CH:21]=[CH:22][C:17]([CH2:16][NH:15][C:40]([C:37]2[N:38]=[CH:39][NH:35][N:36]=2)=[O:42])=[C:18]([F:34])[C:19]=1[O:24][C:25]1[C:26]([C:9]#[N:11])=[CH:27][CH:30]=[C:31]([Cl:33])[CH:32]=1. The catalyst class is: 3.